This data is from Forward reaction prediction with 1.9M reactions from USPTO patents (1976-2016). The task is: Predict the product of the given reaction. (1) Given the reactants C([O-])=O.[NH4+].C([O:12][C:13]1[CH:22]=[C:21]2[C:16]([C:17]([O:23][C:24]3[CH:25]=[C:26]4[C:30](=[CH:31][CH:32]=3)[NH:29][C:28]([CH3:33])=[CH:27]4)=[N:18][CH:19]=[N:20]2)=[CH:15][CH:14]=1)C1C=CC=CC=1, predict the reaction product. The product is: [OH:12][C:13]1[CH:22]=[C:21]2[C:16]([C:17]([O:23][C:24]3[CH:25]=[C:26]4[C:30](=[CH:31][CH:32]=3)[NH:29][C:28]([CH3:33])=[CH:27]4)=[N:18][CH:19]=[N:20]2)=[CH:15][CH:14]=1. (2) Given the reactants I[C:2]1[N:3]=[C:4]([NH2:23])[C:5]2[N:6]=[C:7]([NH:20][CH2:21][CH3:22])[N:8]([C:18]=2[N:19]=1)[C@@H:9]1[O:17][C@H:14]([CH2:15][OH:16])[C@@H:12]([OH:13])[C@H:10]1[OH:11].[CH2:24]=[CH:25][CH2:26][CH2:27][CH2:28][CH3:29].CO.CC#N, predict the reaction product. The product is: [CH:24](/[C:2]1[N:3]=[C:4]([NH2:23])[C:5]2[N:6]=[C:7]([NH:20][CH2:21][CH3:22])[N:8]([C:18]=2[N:19]=1)[C@@H:9]1[O:17][C@H:14]([CH2:15][OH:16])[C@@H:12]([OH:13])[C@H:10]1[OH:11])=[CH:25]\[CH2:26][CH2:27][CH2:28][CH3:29]. (3) Given the reactants [Br:1][C:2]1[CH:10]=[C:9]2[C:5]([CH:6]=[C:7]([C:11](O)=[O:12])[NH:8]2)=[CH:4][C:3]=1[O:14][CH:15]1[CH2:20][CH2:19][N:18]([CH:21]([CH3:23])[CH3:22])[CH2:17][CH2:16]1.Cl.[F:25][C:26]([F:37])([F:36])[S:27]([N:30]1[CH2:35][CH2:34][NH:33][CH2:32][CH2:31]1)(=[O:29])=[O:28].FC(F)(F)S(Cl)(=O)=O.N1(C(OC(C)(C)C)=O)CCNCC1, predict the reaction product. The product is: [Br:1][C:2]1[CH:10]=[C:9]2[C:5]([CH:6]=[C:7]([C:11]([N:33]3[CH2:32][CH2:31][N:30]([S:27]([C:26]([F:36])([F:37])[F:25])(=[O:28])=[O:29])[CH2:35][CH2:34]3)=[O:12])[NH:8]2)=[CH:4][C:3]=1[O:14][CH:15]1[CH2:20][CH2:19][N:18]([CH:21]([CH3:22])[CH3:23])[CH2:17][CH2:16]1. (4) Given the reactants Br[C:2]1[N:6]2[C:7](=[O:20])[CH:8]=[C:9]([CH2:11][C:12]3[CH:13]=[C:14]([CH:17]=[CH:18][CH:19]=3)[C:15]#[N:16])[N:10]=[C:5]2[S:4][C:3]=1[CH3:21].C(=O)([O-])[O-].[Na+].[Na+].[OH:28][CH2:29][C@@H:30]1[CH2:32][C@H:31]1[B-](F)(F)F.[K+], predict the reaction product. The product is: [OH:28][CH2:29][C@@H:30]1[CH2:32][C@H:31]1[C:2]1[N:6]2[C:7](=[O:20])[CH:8]=[C:9]([CH2:11][C:12]3[CH:13]=[C:14]([CH:17]=[CH:18][CH:19]=3)[C:15]#[N:16])[N:10]=[C:5]2[S:4][C:3]=1[CH3:21].